Dataset: HIV replication inhibition screening data with 41,000+ compounds from the AIDS Antiviral Screen. Task: Binary Classification. Given a drug SMILES string, predict its activity (active/inactive) in a high-throughput screening assay against a specified biological target. (1) The result is 0 (inactive). The drug is COc1c(Cl)cc(C(=CCCCC(=O)O)c2cc(Cl)c(OC)c(C(=O)O)c2)cc1C(=O)O. (2) The compound is CN1CCN(C(=O)c2cccc3cccc(C(=O)O)c23)CC1. The result is 0 (inactive). (3) The drug is CCn1cc[n+]([Pt-2]2([n+]3ccn(CC)c3)[OH+]C(=O)CC(O)C(=O)[OH+]2)c1. The result is 0 (inactive). (4) The compound is COc1nc2c(nnn2C2OC(CO)C(O)C(O)C2O)c(=O)n1C. The result is 0 (inactive). (5) The molecule is O=C1c2ccccc2N2OC3(N4CCCC4)CCCCC3C12c1ccccc1. The result is 0 (inactive). (6) The molecule is COc1ccccc1C(N)c1ccccc1.Cl. The result is 0 (inactive). (7) The compound is O=C(Nc1nc(O)c2c(ncn2CCNCc2ccccc2)n1)c1ccccc1. The result is 0 (inactive).